This data is from Forward reaction prediction with 1.9M reactions from USPTO patents (1976-2016). The task is: Predict the product of the given reaction. (1) Given the reactants [CH:1]1([C:4]2[C:5]([O:13][CH2:14][CH:15]3[CH2:17][CH2:16]3)=[CH:6][C:7]([C:10]([OH:12])=O)=[N:8][CH:9]=2)[CH2:3][CH2:2]1.Cl.[NH2:19][CH2:20][C:21]1([OH:27])[CH2:26][CH2:25][CH2:24][CH2:23][CH2:22]1, predict the reaction product. The product is: [OH:27][C:21]1([CH2:20][NH:19][C:10]([C:7]2[CH:6]=[C:5]([O:13][CH2:14][CH:15]3[CH2:17][CH2:16]3)[C:4]([CH:1]3[CH2:2][CH2:3]3)=[CH:9][N:8]=2)=[O:12])[CH2:26][CH2:25][CH2:24][CH2:23][CH2:22]1. (2) Given the reactants [CH3:1][C:2]1[N:6]([CH:7]2[CH2:12][CH2:11][O:10][CH2:9][CH2:8]2)[C:5]2[CH:13]=[CH:14][C:15]([C:17]([OH:19])=O)=[CH:16][C:4]=2[N:3]=1.S(Cl)([Cl:22])=O, predict the reaction product. The product is: [CH3:1][C:2]1[N:6]([CH:7]2[CH2:12][CH2:11][O:10][CH2:9][CH2:8]2)[C:5]2[CH:13]=[CH:14][C:15]([C:17]([Cl:22])=[O:19])=[CH:16][C:4]=2[N:3]=1.